Dataset: hERG Central: cardiac toxicity at 1µM, 10µM, and general inhibition. Task: Predict hERG channel inhibition at various concentrations. (1) The compound is CC1CCCN(CCCNC(=O)c2cc3c(s2)-c2ccccc2OC3)C1. Results: hERG_inhib (hERG inhibition (general)): blocker. (2) The compound is Cc1ccc(S(=O)(=O)CC(=O)N2CCN(c3cccc(C(F)(F)F)c3)CC2)cc1. Results: hERG_inhib (hERG inhibition (general)): blocker.